From a dataset of Forward reaction prediction with 1.9M reactions from USPTO patents (1976-2016). Predict the product of the given reaction. (1) Given the reactants [H-].[Na+].[Br:3][C:4]1[CH:14]=[CH:13][CH:12]=[CH:11][C:5]=1[CH2:6][NH:7][CH:8]1[CH2:10][CH2:9]1.I[CH3:16].Cl, predict the reaction product. The product is: [Br:3][C:4]1[CH:14]=[CH:13][CH:12]=[CH:11][C:5]=1[CH2:6][NH:7][CH2:8][CH:10]1[CH2:9][CH2:16]1. (2) Given the reactants Cl[CH2:2][CH2:3][CH2:4]/[C:5](=[N:19]/[S@:20]([C:22]([CH3:25])([CH3:24])[CH3:23])=[O:21])/[C:6]1[CH:11]=[C:10]([F:12])[CH:9]=[CH:8][C:7]=1[O:13][C@@H:14]1[CH2:18][CH2:17][O:16][CH2:15]1.C([BH-](CC)CC)C.[Li+].[Li+].C[Si]([N-][Si](C)(C)C)(C)C, predict the reaction product. The product is: [C:22]([S@@:20]([N:19]1[CH2:2][CH2:3][CH2:4][CH:5]1[C:6]1[CH:11]=[C:10]([F:12])[CH:9]=[CH:8][C:7]=1[O:13][C@@H:14]1[CH2:18][CH2:17][O:16][CH2:15]1)=[O:21])([CH3:25])([CH3:24])[CH3:23].